From a dataset of Reaction yield outcomes from USPTO patents with 853,638 reactions. Predict the reaction yield, written as a fraction of the theoretical maximum amount of product (1.0 means a 100% yield; for example, 0.34 means a 34% yield). The reactants are [CH:1]1[C:11]2[CH:10]=[CH:9][C:8]3[CH:12]=[CH:13][CH:14]=[CH:15][C:7]=3[NH:6][C:5]=2[CH:4]=[CH:3][CH:2]=1.S([O-])([O-])(=O)=O.[CH2:21]([N+:25](CCCC)(CCCC)CCCC)[CH2:22]CC.C([N+](CCCC)(CCCC)CCCC)CCC.BrCC#N.[OH-].[Na+]. The catalyst is C(Cl)Cl.O. The product is [CH:1]1[C:11]2[CH:10]=[CH:9][C:8]3[CH:12]=[CH:13][CH:14]=[CH:15][C:7]=3[N:6]([CH2:22][C:21]#[N:25])[C:5]=2[CH:4]=[CH:3][CH:2]=1. The yield is 0.500.